From a dataset of Full USPTO retrosynthesis dataset with 1.9M reactions from patents (1976-2016). Predict the reactants needed to synthesize the given product. Given the product [C:43]([O:42][C:40]([N:37]1[CH2:36][CH:35]=[C:34]([C:30]2[CH:29]=[C:28]([CH:33]=[CH:32][CH:31]=2)[CH2:27][O:26][C:25]2[CH:47]=[CH:48][C:22]([C@@H:16]([C:17]3[CH:21]=[CH:20][O:19][N:18]=3)[CH2:15][C:59]([OH:58])=[O:50])=[CH:23][CH:24]=2)[CH2:39][CH2:38]1)=[O:41])([CH3:44])([CH3:46])[CH3:45], predict the reactants needed to synthesize it. The reactants are: C([C@H]1COC(=O)N1C(=O)[CH2:15][C@@H:16]([C:22]1[CH:48]=[CH:47][C:25]([O:26][CH2:27][C:28]2[CH:29]=[C:30]([C:34]3[CH2:39][CH2:38][N:37]([C:40]([O:42][C:43]([CH3:46])([CH3:45])[CH3:44])=[O:41])[CH2:36][CH:35]=3)[CH:31]=[CH:32][CH:33]=2)=[CH:24][CH:23]=1)[C:17]1[CH:21]=[CH:20][O:19][N:18]=1)C1C=CC=CC=1.[OH:50]O.[Li+].[OH-].Cl.C1[CH2:59][O:58]CC1.